This data is from hERG potassium channel inhibition data for cardiac toxicity prediction from Karim et al.. The task is: Regression/Classification. Given a drug SMILES string, predict its toxicity properties. Task type varies by dataset: regression for continuous values (e.g., LD50, hERG inhibition percentage) or binary classification for toxic/non-toxic outcomes (e.g., AMES mutagenicity, cardiotoxicity, hepatotoxicity). Dataset: herg_karim. (1) The drug is CC(C)(O)Cn1c(NC(=O)c2ccc(-c3cn[nH]c3)s2)nc2cc(CN3CCOCC3)ccc21. The result is 0 (non-blocker). (2) The compound is Cc1ncoc1-c1nnc(SCCCN2CCC3CC3(c3cccc(C(F)(F)F)c3)C2)n1C. The result is 1 (blocker).